From a dataset of Kir2.1 potassium channel HTS with 301,493 compounds. Binary Classification. Given a drug SMILES string, predict its activity (active/inactive) in a high-throughput screening assay against a specified biological target. (1) The result is 0 (inactive). The compound is S(=O)(=O)(NCCSCc1occc1)c1ccc(OCC)cc1. (2) The compound is S(C(C)C(=O)NC(=O)N)c1n(c(nn1)C(F)(F)F)C. The result is 0 (inactive). (3) The molecule is O=c1n(nc(c2c1nn(c2C)c1ccccc1)C)C(CC)C(=O)Nc1ccc(OCC)cc1. The result is 0 (inactive).